From a dataset of NCI-60 drug combinations with 297,098 pairs across 59 cell lines. Regression. Given two drug SMILES strings and cell line genomic features, predict the synergy score measuring deviation from expected non-interaction effect. (1) Drug 1: C1=CC=C(C=C1)NC(=O)CCCCCCC(=O)NO. Drug 2: CN(CCCl)CCCl.Cl. Cell line: M14. Synergy scores: CSS=7.39, Synergy_ZIP=-2.39, Synergy_Bliss=-0.163, Synergy_Loewe=-2.14, Synergy_HSA=-2.04. (2) Drug 1: CC1=C(C=C(C=C1)NC(=O)C2=CC=C(C=C2)CN3CCN(CC3)C)NC4=NC=CC(=N4)C5=CN=CC=C5. Drug 2: CC(C)(C#N)C1=CC(=CC(=C1)CN2C=NC=N2)C(C)(C)C#N. Cell line: MCF7. Synergy scores: CSS=-2.46, Synergy_ZIP=0.330, Synergy_Bliss=-1.20, Synergy_Loewe=-3.31, Synergy_HSA=-4.13.